This data is from Full USPTO retrosynthesis dataset with 1.9M reactions from patents (1976-2016). The task is: Predict the reactants needed to synthesize the given product. (1) Given the product [CH3:28][N:29]([CH3:30])[CH2:27][CH:25]([C:21]1[CH:20]=[C:19]([NH:18][S:15]([C:12]2[CH:13]=[CH:14][C:9]([C:3]3[CH:4]=[CH:5][C:6]([F:8])=[CH:7][C:2]=3[F:1])=[CH:10][CH:11]=2)(=[O:17])=[O:16])[CH:24]=[CH:23][CH:22]=1)[OH:26], predict the reactants needed to synthesize it. The reactants are: [F:1][C:2]1[CH:7]=[C:6]([F:8])[CH:5]=[CH:4][C:3]=1[C:9]1[CH:14]=[CH:13][C:12]([S:15]([NH:18][C:19]2[CH:24]=[CH:23][CH:22]=[C:21]([CH:25]3[CH2:27][O:26]3)[CH:20]=2)(=[O:17])=[O:16])=[CH:11][CH:10]=1.[CH3:28][NH:29][CH3:30]. (2) Given the product [OH:15][C:13]1[CH:12]=[CH:11][C:10]2[C:4]3([CH2:7][O:8][C:9]=2[CH:14]=1)[CH2:5][CH2:6][N:1]([CH2:18][CH:17]([CH3:19])[C:16]([O:21][C:22]([CH3:25])([CH3:24])[CH3:23])=[O:20])[CH2:2][CH2:3]3, predict the reactants needed to synthesize it. The reactants are: [NH:1]1[CH2:6][CH2:5][C:4]2([C:10]3[CH:11]=[CH:12][C:13]([OH:15])=[CH:14][C:9]=3[O:8][CH2:7]2)[CH2:3][CH2:2]1.[C:16]([O:21][C:22]([CH3:25])([CH3:24])[CH3:23])(=[O:20])[C:17]([CH3:19])=[CH2:18].C1CCN2C(=NCCC2)CC1. (3) Given the product [F:1][C:2]1[CH:3]=[CH:4][C:5]([O:6][C:7]2[C:16]([C:17]3[CH:18]=[N:19][N:20]([CH:22]4[CH2:27][CH2:26][N:25]([CH3:37])[CH2:24][CH:23]4[O:28][CH3:29])[CH:21]=3)=[CH:15][CH:14]=[C:13]3[C:8]=2[CH2:9][CH2:10][C@H:11]([CH3:34])[N:12]3[C:30]([O:32][CH3:33])=[O:31])=[CH:35][CH:36]=1, predict the reactants needed to synthesize it. The reactants are: [F:1][C:2]1[CH:36]=[CH:35][C:5]([O:6][C:7]2[C:16]([C:17]3[CH:18]=[N:19][N:20]([CH:22]4[CH2:27][CH2:26][NH:25][CH2:24][CH:23]4[O:28][CH3:29])[CH:21]=3)=[CH:15][CH:14]=[C:13]3[C:8]=2[CH2:9][CH2:10][C@H:11]([CH3:34])[N:12]3[C:30]([O:32][CH3:33])=[O:31])=[CH:4][CH:3]=1.[CH2:37]=O. (4) Given the product [F:23][C:19]1[CH:18]=[C:17]([CH:22]=[CH:21][CH:20]=1)[CH2:16][O:15][C:12]1[CH:13]=[CH:14][C:9]([NH:8][C:6](=[O:7])[C:5]([CH3:25])([CH3:24])[C:4]([NH2:28])=[O:3])=[CH:10][CH:11]=1, predict the reactants needed to synthesize it. The reactants are: C([O:3][C:4](=O)[C:5]([CH3:25])([CH3:24])[C:6]([NH:8][C:9]1[CH:14]=[CH:13][C:12]([O:15][CH2:16][C:17]2[CH:22]=[CH:21][CH:20]=[C:19]([F:23])[CH:18]=2)=[CH:11][CH:10]=1)=[O:7])C.[OH-].[NH4+:28]. (5) The reactants are: [C:1]([C:3]1[CH:8]=[C:7]([CH2:9][C:10]([O:12][CH3:13])=[O:11])[CH:6]=[CH:5][C:4]=1[N:14]1[C:22]2[C:17](=[CH:18][C:19]([C:23](O)=[O:24])=[CH:20][CH:21]=2)[CH:16]=[CH:15]1)#[N:2].C(N(CC)CC)C.C(Cl)(=O)C(Cl)=O.[Cl:39][C:40]1[CH:45]=[C:44]([Cl:46])[CH:43]=[CH:42][C:41]=1[CH2:47][CH2:48][NH2:49]. Given the product [Cl:39][C:40]1[CH:45]=[C:44]([Cl:46])[CH:43]=[CH:42][C:41]=1[CH2:47][CH2:48][NH:49][C:23]([C:19]1[CH:18]=[C:17]2[C:22](=[CH:21][CH:20]=1)[N:14]([C:4]1[CH:5]=[CH:6][C:7]([CH2:9][C:10]([O:12][CH3:13])=[O:11])=[CH:8][C:3]=1[C:1]#[N:2])[CH:15]=[CH:16]2)=[O:24], predict the reactants needed to synthesize it.